Regression/Classification. Given a drug SMILES string, predict its absorption, distribution, metabolism, or excretion properties. Task type varies by dataset: regression for continuous measurements (e.g., permeability, clearance, half-life) or binary classification for categorical outcomes (e.g., BBB penetration, CYP inhibition). Dataset: cyp3a4_veith. From a dataset of CYP3A4 inhibition data for predicting drug metabolism from PubChem BioAssay. (1) The molecule is O=C(O)C=C1CCN(c2ncc(C(F)(F)F)cc2Cl)CC1. The result is 0 (non-inhibitor). (2) The drug is COc1ccc(NC(=O)C2CCN(C(=O)c3cccs3)CC2)c(OC)c1. The result is 1 (inhibitor).